The task is: Predict the product of the given reaction.. This data is from Forward reaction prediction with 1.9M reactions from USPTO patents (1976-2016). Given the reactants [CH:1]([C:3]1[CH:4]=[C:5](B(O)O)[CH:6]=[CH:7][C:8]=1[O:9][CH3:10])=[O:2].Cl.Br[C:16]1[CH:21]=[CH:20][N:19]=[CH:18][CH:17]=1, predict the reaction product. The product is: [CH3:10][O:9][C:8]1[CH:7]=[CH:6][C:5]([C:16]2[CH:21]=[CH:20][N:19]=[CH:18][CH:17]=2)=[CH:4][C:3]=1[CH:1]=[O:2].